Dataset: Full USPTO retrosynthesis dataset with 1.9M reactions from patents (1976-2016). Task: Predict the reactants needed to synthesize the given product. (1) Given the product [F:36][C:32]1[CH:31]=[C:30]2[C:35](=[CH:34][CH:33]=1)[NH:27][C:28]([C:2]1[N:7]=[C:6]([NH:8][C:9]3[CH:17]=[CH:16][C:12]([C:13]([OH:15])=[O:14])=[CH:11][C:10]=3[O:18][CH3:19])[CH:5]=[N:4][CH:3]=1)=[CH:29]2, predict the reactants needed to synthesize it. The reactants are: Cl[C:2]1[N:7]=[C:6]([NH:8][C:9]2[CH:17]=[CH:16][C:12]([C:13]([OH:15])=[O:14])=[CH:11][C:10]=2[O:18][CH3:19])[CH:5]=[N:4][CH:3]=1.C([N:27]1[C:35]2[C:30](=[CH:31][C:32]([F:36])=[CH:33][CH:34]=2)[CH:29]=[C:28]1B(O)O)(OC(C)(C)C)=O.C(=O)(O)[O-].[Na+]. (2) Given the product [F:1][C:2]1[C:7]([C:8]([C:9]2[C:17]3[C:12](=[N:13][CH:14]=[C:15]([C:18]([F:21])([F:19])[F:20])[CH:16]=3)[NH:11][CH:10]=2)=[O:22])=[C:6]([F:23])[CH:5]=[CH:4][C:3]=1[NH:24][S:25]([CH2:28][CH2:29][CH3:30])(=[O:26])=[O:27], predict the reactants needed to synthesize it. The reactants are: [F:1][C:2]1[C:7]([CH:8]([OH:22])[C:9]2[C:17]3[C:12](=[N:13][CH:14]=[C:15]([C:18]([F:21])([F:20])[F:19])[CH:16]=3)[NH:11][CH:10]=2)=[C:6]([F:23])[CH:5]=[CH:4][C:3]=1[NH:24][S:25]([CH2:28][CH2:29][CH3:30])(=[O:27])=[O:26].CC(OI1(OC(C)=O)(OC(C)=O)OC(=O)C2C=CC=CC1=2)=O.